This data is from NCI-60 drug combinations with 297,098 pairs across 59 cell lines. The task is: Regression. Given two drug SMILES strings and cell line genomic features, predict the synergy score measuring deviation from expected non-interaction effect. (1) Drug 1: C1CCN(CC1)CCOC2=CC=C(C=C2)C(=O)C3=C(SC4=C3C=CC(=C4)O)C5=CC=C(C=C5)O. Drug 2: CN(CC1=CN=C2C(=N1)C(=NC(=N2)N)N)C3=CC=C(C=C3)C(=O)NC(CCC(=O)O)C(=O)O. Cell line: SK-OV-3. Synergy scores: CSS=10.8, Synergy_ZIP=-5.57, Synergy_Bliss=-2.34, Synergy_Loewe=-4.52, Synergy_HSA=-1.59. (2) Cell line: HT29. Synergy scores: CSS=7.84, Synergy_ZIP=-6.16, Synergy_Bliss=-3.51, Synergy_Loewe=-17.4, Synergy_HSA=-5.32. Drug 1: C1CCN(CC1)CCOC2=CC=C(C=C2)C(=O)C3=C(SC4=C3C=CC(=C4)O)C5=CC=C(C=C5)O. Drug 2: COC1=CC(=CC(=C1O)OC)C2C3C(COC3=O)C(C4=CC5=C(C=C24)OCO5)OC6C(C(C7C(O6)COC(O7)C8=CC=CS8)O)O. (3) Drug 1: C1=CC(=C2C(=C1NCCNCCO)C(=O)C3=C(C=CC(=C3C2=O)O)O)NCCNCCO. Drug 2: CCC1(C2=C(COC1=O)C(=O)N3CC4=CC5=C(C=CC(=C5CN(C)C)O)N=C4C3=C2)O.Cl. Cell line: OVCAR-5. Synergy scores: CSS=29.9, Synergy_ZIP=-8.41, Synergy_Bliss=-0.899, Synergy_Loewe=-1.68, Synergy_HSA=1.30. (4) Synergy scores: CSS=52.3, Synergy_ZIP=-1.42, Synergy_Bliss=-2.10, Synergy_Loewe=-39.4, Synergy_HSA=-2.42. Drug 1: C1=CN(C(=O)N=C1N)C2C(C(C(O2)CO)O)O.Cl. Cell line: MOLT-4. Drug 2: CCCCCOC(=O)NC1=NC(=O)N(C=C1F)C2C(C(C(O2)C)O)O. (5) Synergy scores: CSS=42.5, Synergy_ZIP=-1.67, Synergy_Bliss=-3.50, Synergy_Loewe=-14.5, Synergy_HSA=-0.516. Cell line: SW-620. Drug 2: CC(C)CN1C=NC2=C1C3=CC=CC=C3N=C2N. Drug 1: CN(CC1=CN=C2C(=N1)C(=NC(=N2)N)N)C3=CC=C(C=C3)C(=O)NC(CCC(=O)O)C(=O)O.